Dataset: Full USPTO retrosynthesis dataset with 1.9M reactions from patents (1976-2016). Task: Predict the reactants needed to synthesize the given product. (1) The reactants are: C(O)(C(F)(F)F)=O.[F:8][C:9]1[CH:14]=[CH:13][CH:12]=[CH:11][C:10]=1[NH:15][C:16]1[O:20][C:19]([C:21]([NH:23][C:24]2[CH:25]=[CH:26][C:27]([N:30]3[CH2:35][CH2:34][CH:33]([C:36]([O:38]C(C)(C)C)=[O:37])[CH2:32][CH2:31]3)=[N:28][CH:29]=2)=[O:22])=[N:18][N:17]=1.[ClH:43]. Given the product [ClH:43].[F:8][C:9]1[CH:14]=[CH:13][CH:12]=[CH:11][C:10]=1[NH:15][C:16]1[O:20][C:19]([C:21]([NH:23][C:24]2[CH:25]=[CH:26][C:27]([N:30]3[CH2:31][CH2:32][CH:33]([C:36]([OH:38])=[O:37])[CH2:34][CH2:35]3)=[N:28][CH:29]=2)=[O:22])=[N:18][N:17]=1, predict the reactants needed to synthesize it. (2) Given the product [Br:1][C:2]1[CH:3]=[C:4]2[C:9](=[C:10]([CH2:12][N:13]([CH:16]3[CH2:18][CH2:17]3)[CH3:14])[CH:11]=1)[O:8][C:7]([CH3:20])([CH3:19])[CH2:6][C:5]2([CH3:22])[CH3:21], predict the reactants needed to synthesize it. The reactants are: [Br:1][C:2]1[CH:3]=[C:4]2[C:9](=[C:10]([CH2:12][N:13]([CH:16]3[CH2:18][CH2:17]3)[CH:14]=O)[CH:11]=1)[O:8][C:7]([CH3:20])([CH3:19])[CH2:6][C:5]2([CH3:22])[CH3:21].B. (3) The reactants are: C([O:8][C:9]1[CH:10]=[CH:11][C:12]([CH2:15][CH:16]([NH:33][C:34](=[O:40])[O:35][C:36]([CH3:39])([CH3:38])[CH3:37])[C:17]([NH:19][C:20]2[CH:25]=[CH:24][C:23]([CH2:26][CH2:27][CH2:28][C:29]([NH:31][OH:32])=[O:30])=[CH:22][CH:21]=2)=[O:18])=[N:13][CH:14]=1)C1C=CC=CC=1. Given the product [C:36]([O:35][C:34](=[O:40])[NH:33][CH:16]([CH2:15][C:12]1[CH:11]=[CH:10][C:9]([OH:8])=[CH:14][N:13]=1)[C:17]([NH:19][C:20]1[CH:21]=[CH:22][C:23]([CH2:26][CH2:27][CH2:28][C:29]([NH:31][OH:32])=[O:30])=[CH:24][CH:25]=1)=[O:18])([CH3:39])([CH3:37])[CH3:38], predict the reactants needed to synthesize it. (4) Given the product [OH:5][C:6]1[CH:7]=[C:8]([CH:9]=[CH:10][CH:11]=1)[C:12]([NH:13][C:14]1[S:15][C:16]([S:19]([CH3:21])=[O:20])=[CH:17][N:18]=1)=[O:22], predict the reactants needed to synthesize it. The reactants are: Cl.C([O:5][C:6]1[CH:11]=[CH:10][CH:9]=[C:8]([C:12](=[O:22])[NH:13][C:14]2[S:15][C:16]([S:19]([CH3:21])=[O:20])=[CH:17][N:18]=2)[CH:7]=1)(=O)C. (5) Given the product [C:37]([C:41]1[CH:45]=[C:44]([NH:46][C:47]([NH:1][CH2:2][C:3]2[CH:28]=[C:27]([F:29])[CH:26]=[CH:25][C:4]=2[CH2:5][O:6][C:7]2[CH:12]=[C:11]([CH3:13])[N:10]([CH2:14][C:15]3[CH:20]=[CH:19][C:18]([O:21][CH3:22])=[CH:17][CH:16]=3)[C:9](=[O:23])[C:8]=2[Cl:24])=[O:48])[N:43]([C:56]2[CH:61]=[CH:60][C:59]([OH:62])=[C:58]([Cl:63])[CH:57]=2)[N:42]=1)([CH3:40])([CH3:38])[CH3:39], predict the reactants needed to synthesize it. The reactants are: [NH2:1][CH2:2][C:3]1[CH:28]=[C:27]([F:29])[CH:26]=[CH:25][C:4]=1[CH2:5][O:6][C:7]1[CH2:12][CH:11]([CH3:13])[N:10]([CH2:14][C:15]2[CH:20]=[CH:19][C:18]([O:21][CH3:22])=[CH:17][CH:16]=2)[C:9](=[O:23])[C:8]=1[Cl:24].C(N(CC)CC)C.[C:37]([C:41]1[CH:45]=[C:44]([NH:46][C:47](=O)[O:48]C2C=CC=CC=2)[N:43]([C:56]2[CH:61]=[CH:60][C:59]([OH:62])=[C:58]([Cl:63])[CH:57]=2)[N:42]=1)([CH3:40])([CH3:39])[CH3:38].[F-].C([N+](CCCC)(CCCC)CCCC)CCC. (6) Given the product [Br:34][CH:18]1[CH2:17][N:16]([C:21]([O:23][C:24]([CH3:27])([CH3:25])[CH3:26])=[O:22])[CH:15]([C:28]2[CH:33]=[CH:32][CH:31]=[CH:30][CH:29]=2)[CH2:14][N:13]([CH2:12][CH:9]2[CH2:10][CH2:11]2)[C:19]1=[O:20], predict the reactants needed to synthesize it. The reactants are: C([N-]C(C)C)(C)C.[Li+].[CH:9]1([CH2:12][N:13]2[C:19](=[O:20])[CH2:18][CH2:17][N:16]([C:21]([O:23][C:24]([CH3:27])([CH3:26])[CH3:25])=[O:22])[CH:15]([C:28]3[CH:33]=[CH:32][CH:31]=[CH:30][CH:29]=3)[CH2:14]2)[CH2:11][CH2:10]1.[Br:34]Br. (7) Given the product [CH3:2][O:3][C:4](=[O:30])[C@@H:5]([NH:8][C:9]([C:11]1[C:12]([CH3:29])=[N:13][C:14]([NH:18][CH2:19][CH2:20][CH2:21][C:22]2[CH:27]=[CH:26][CH:25]=[C:24]([OH:28])[CH:23]=2)=[N:15][C:16]=1[CH3:17])=[O:10])[CH2:6][NH:7][C:41]([C:31]12[CH2:40][CH:35]3[CH2:34][CH:33]([CH2:39][CH:37]([CH2:36]3)[CH2:38]1)[CH2:32]2)=[O:42], predict the reactants needed to synthesize it. The reactants are: Cl.[CH3:2][O:3][C:4](=[O:30])[C@@H:5]([NH:8][C:9]([C:11]1[C:12]([CH3:29])=[N:13][C:14]([NH:18][CH2:19][CH2:20][CH2:21][C:22]2[CH:27]=[CH:26][CH:25]=[C:24]([OH:28])[CH:23]=2)=[N:15][C:16]=1[CH3:17])=[O:10])[CH2:6][NH2:7].[C:31]12([C:41](O)=[O:42])[CH2:40][CH:35]3[CH2:36][CH:37]([CH2:39][CH:33]([CH2:34]3)[CH2:32]1)[CH2:38]2.C(N(CC)CC)C.CN(C(ON1N=NC2C=CC=CC1=2)=[N+](C)C)C.F[P-](F)(F)(F)(F)F.C1C=CC2N(O)N=NC=2C=1. (8) Given the product [NH:8]1[C:9]2[C:5](=[CH:4][CH:3]=[C:2]([NH:1][C:12]3[C:13]([C:14]([OH:16])=[O:15])=[CH:17][CH:18]=[CH:19][N:20]=3)[CH:10]=2)[CH:6]=[N:7]1, predict the reactants needed to synthesize it. The reactants are: [NH2:1][C:2]1[CH:10]=[C:9]2[C:5]([CH:6]=[N:7][NH:8]2)=[CH:4][CH:3]=1.Cl[C:12]1[N:20]=[CH:19][CH:18]=[CH:17][C:13]=1[C:14]([OH:16])=[O:15]. (9) Given the product [CH3:13][O:14][C:15]([C:17]1[S:18][CH:19]=[CH:20][CH:21]=1)=[O:16], predict the reactants needed to synthesize it. The reactants are: O[C@H]1CCOC1.CC([O-])(C)C.[K+].[CH3:13][O:14][C:15]([C:17]1[S:18][C:19](C#CC(C)(C)C)=[CH:20][C:21]=1NC1CCC2(OC2)CC1)=[O:16].C(O)(=O)CC(CC(O)=O)(C(O)=O)O.C[Si](C=[N+]=[N-])(C)C.